This data is from NCI-60 drug combinations with 297,098 pairs across 59 cell lines. The task is: Regression. Given two drug SMILES strings and cell line genomic features, predict the synergy score measuring deviation from expected non-interaction effect. (1) Drug 1: C(CC(=O)O)C(=O)CN.Cl. Drug 2: C1=CN(C=N1)CC(O)(P(=O)(O)O)P(=O)(O)O. Cell line: PC-3. Synergy scores: CSS=14.9, Synergy_ZIP=-3.08, Synergy_Bliss=2.01, Synergy_Loewe=0.976, Synergy_HSA=0.553. (2) Drug 1: CC1=C2C(C(=O)C3(C(CC4C(C3C(C(C2(C)C)(CC1OC(=O)C(C(C5=CC=CC=C5)NC(=O)OC(C)(C)C)O)O)OC(=O)C6=CC=CC=C6)(CO4)OC(=O)C)OC)C)OC. Drug 2: COC1=C(C=C2C(=C1)N=CN=C2NC3=CC(=C(C=C3)F)Cl)OCCCN4CCOCC4. Cell line: HCT-15. Synergy scores: CSS=92.9, Synergy_ZIP=30.3, Synergy_Bliss=28.3, Synergy_Loewe=28.5, Synergy_HSA=32.6. (3) Drug 1: CCN(CC)CCNC(=O)C1=C(NC(=C1C)C=C2C3=C(C=CC(=C3)F)NC2=O)C. Drug 2: C1=NC2=C(N1)C(=S)N=CN2. Cell line: COLO 205. Synergy scores: CSS=34.9, Synergy_ZIP=-9.60, Synergy_Bliss=-2.14, Synergy_Loewe=-6.06, Synergy_HSA=-1.55. (4) Drug 1: CC1=C(C=C(C=C1)NC(=O)C2=CC=C(C=C2)CN3CCN(CC3)C)NC4=NC=CC(=N4)C5=CN=CC=C5. Drug 2: CC12CCC3C(C1CCC2O)C(CC4=C3C=CC(=C4)O)CCCCCCCCCS(=O)CCCC(C(F)(F)F)(F)F. Cell line: MCF7. Synergy scores: CSS=21.5, Synergy_ZIP=3.23, Synergy_Bliss=3.77, Synergy_Loewe=-13.3, Synergy_HSA=-1.36. (5) Drug 1: CC1C(C(=O)NC(C(=O)N2CCCC2C(=O)N(CC(=O)N(C(C(=O)O1)C(C)C)C)C)C(C)C)NC(=O)C3=C4C(=C(C=C3)C)OC5=C(C(=O)C(=C(C5=N4)C(=O)NC6C(OC(=O)C(N(C(=O)CN(C(=O)C7CCCN7C(=O)C(NC6=O)C(C)C)C)C)C(C)C)C)N)C. Drug 2: C1CN1P(=S)(N2CC2)N3CC3. Cell line: SK-OV-3. Synergy scores: CSS=13.6, Synergy_ZIP=-6.86, Synergy_Bliss=-1.96, Synergy_Loewe=-12.6, Synergy_HSA=-0.0993.